From a dataset of NCI-60 drug combinations with 297,098 pairs across 59 cell lines. Regression. Given two drug SMILES strings and cell line genomic features, predict the synergy score measuring deviation from expected non-interaction effect. (1) Drug 1: CCCCCOC(=O)NC1=NC(=O)N(C=C1F)C2C(C(C(O2)C)O)O. Drug 2: C(CC(=O)O)C(=O)CN.Cl. Cell line: EKVX. Synergy scores: CSS=-3.87, Synergy_ZIP=4.29, Synergy_Bliss=0.267, Synergy_Loewe=-8.76, Synergy_HSA=-8.80. (2) Drug 1: C1=NC2=C(N=C(N=C2N1C3C(C(C(O3)CO)O)F)Cl)N. Drug 2: C1C(C(OC1N2C=NC3=C2NC=NCC3O)CO)O. Cell line: SR. Synergy scores: CSS=-1.15, Synergy_ZIP=4.27, Synergy_Bliss=7.59, Synergy_Loewe=-5.01, Synergy_HSA=-2.16. (3) Drug 1: CC1=C2C(C(=O)C3(C(CC4C(C3C(C(C2(C)C)(CC1OC(=O)C(C(C5=CC=CC=C5)NC(=O)OC(C)(C)C)O)O)OC(=O)C6=CC=CC=C6)(CO4)OC(=O)C)OC)C)OC. Drug 2: CC12CCC3C(C1CCC2O)C(CC4=C3C=CC(=C4)O)CCCCCCCCCS(=O)CCCC(C(F)(F)F)(F)F. Cell line: M14. Synergy scores: CSS=58.9, Synergy_ZIP=9.00, Synergy_Bliss=8.79, Synergy_Loewe=-1.87, Synergy_HSA=7.53. (4) Drug 1: CN1C2=C(C=C(C=C2)N(CCCl)CCCl)N=C1CCCC(=O)O.Cl. Drug 2: C1CN(CCN1C(=O)CCBr)C(=O)CCBr. Cell line: SK-MEL-5. Synergy scores: CSS=13.9, Synergy_ZIP=-7.75, Synergy_Bliss=-3.59, Synergy_Loewe=-1.85, Synergy_HSA=-0.542. (5) Drug 1: C1CCC(C1)C(CC#N)N2C=C(C=N2)C3=C4C=CNC4=NC=N3. Drug 2: C1=CC(=CC=C1C#N)C(C2=CC=C(C=C2)C#N)N3C=NC=N3. Cell line: UACC-257. Synergy scores: CSS=-1.13, Synergy_ZIP=3.26, Synergy_Bliss=2.68, Synergy_Loewe=1.30, Synergy_HSA=-0.200. (6) Drug 1: CC1=C(C(=O)C2=C(C1=O)N3CC4C(C3(C2COC(=O)N)OC)N4)N. Drug 2: CC1CCCC2(C(O2)CC(NC(=O)CC(C(C(=O)C(C1O)C)(C)C)O)C(=CC3=CSC(=N3)C)C)C. Cell line: SW-620. Synergy scores: CSS=56.3, Synergy_ZIP=-3.55, Synergy_Bliss=-5.52, Synergy_Loewe=-2.84, Synergy_HSA=-0.309. (7) Drug 1: CC1=C(C=C(C=C1)C(=O)NC2=CC(=CC(=C2)C(F)(F)F)N3C=C(N=C3)C)NC4=NC=CC(=N4)C5=CN=CC=C5. Drug 2: CC1CCCC2(C(O2)CC(NC(=O)CC(C(C(=O)C(C1O)C)(C)C)O)C(=CC3=CSC(=N3)C)C)C. Cell line: EKVX. Synergy scores: CSS=11.9, Synergy_ZIP=-3.23, Synergy_Bliss=4.50, Synergy_Loewe=-1.43, Synergy_HSA=4.85.